This data is from Full USPTO retrosynthesis dataset with 1.9M reactions from patents (1976-2016). The task is: Predict the reactants needed to synthesize the given product. Given the product [NH2:8][C@H:9]([C:42]([N:44]([C:46]1[CH:47]=[CH:48][C:49]([O:52][CH3:53])=[CH:50][CH:51]=1)[CH3:45])=[O:43])[CH2:10][C:11]1[CH:12]=[C:13]([CH2:17][CH2:18][CH2:19][C:20]2[NH:21][C:22]3[C:27]([C:28]=2[CH2:29][C:30]([OH:32])=[O:31])=[CH:26][CH:25]=[CH:24][CH:23]=3)[CH:14]=[CH:15][CH:16]=1, predict the reactants needed to synthesize it. The reactants are: C(OC([NH:8][C@H:9]([C:42]([N:44]([C:46]1[CH:51]=[CH:50][C:49]([O:52][CH3:53])=[CH:48][CH:47]=1)[CH3:45])=[O:43])[CH2:10][C:11]1[CH:12]=[C:13]([CH2:17][CH:18]=[CH:19][C:20]2[N:21](C(OC(C)(C)C)=O)[C:22]3[C:27]([C:28]=2[CH2:29][C:30]([O:32]CC)=[O:31])=[CH:26][CH:25]=[CH:24][CH:23]=3)[CH:14]=[CH:15][CH:16]=1)=O)(C)(C)C.